Task: Binary Classification. Given a T-cell receptor sequence (or CDR3 region) and an epitope sequence, predict whether binding occurs between them.. Dataset: TCR-epitope binding with 47,182 pairs between 192 epitopes and 23,139 TCRs (1) The epitope is PROT_97E67BCC. The TCR CDR3 sequence is CASSDRRVGTNVLTF. Result: 1 (the TCR binds to the epitope). (2) The epitope is TVYDPLQPELDSFK. The TCR CDR3 sequence is CASSATDSTDTQYF. Result: 1 (the TCR binds to the epitope).